This data is from Reaction yield outcomes from USPTO patents with 853,638 reactions. The task is: Predict the reaction yield, written as a fraction of the theoretical maximum amount of product (1.0 means a 100% yield; for example, 0.34 means a 34% yield). (1) The reactants are [CH3:1][C:2]1[C:3]([CH2:8][N:9]([CH2:16][C:17]2[C:22]([CH3:23])=[CH:21][CH:20]=[CH:19][N:18]=2)[CH:10]2[CH2:15][CH2:14][NH:13][CH2:12][CH2:11]2)=[N:4][CH:5]=[CH:6][CH:7]=1.CCN(C(C)C)C(C)C.Br[CH2:34][C:35]([O:37][CH3:38])=[O:36].C([O-])(O)=O.[Na+]. The yield is 0.830. The product is [CH3:38][O:37][C:35](=[O:36])[CH2:34][N:13]1[CH2:14][CH2:15][CH:10]([N:9]([CH2:16][C:17]2[C:22]([CH3:23])=[CH:21][CH:20]=[CH:19][N:18]=2)[CH2:8][C:3]2[C:2]([CH3:1])=[CH:7][CH:6]=[CH:5][N:4]=2)[CH2:11][CH2:12]1. The catalyst is C(Cl)Cl. (2) The reactants are [NH2:1][CH2:2][CH:3]1[CH2:7][C:6]2[CH:8]=[C:9]([C:13]3[S:17][C:16]([C:18](=[O:20])[CH3:19])=[CH:15][CH:14]=3)[CH:10]=[C:11]([Cl:12])[C:5]=2[O:4]1.CCN=C=N[CH2:26][CH2:27][CH2:28][N:29](C)C.[CH:32]1[CH:33]=[CH:34][C:35]2N(O)N=N[C:36]=2[CH:37]=1.CCN(C(C)C)C(C)C.CN(C=[O:55])C. The catalyst is C(Cl)Cl. The product is [C:18]([C:16]1[S:17][C:13]([C:9]2[CH:10]=[C:11]([Cl:12])[C:5]3[O:4][CH:3]([CH2:2][NH:1][C:37](=[O:55])/[CH:32]=[CH:33]/[C:34]4[CH:26]=[CH:27][C:28]([NH2:29])=[CH:36][CH:35]=4)[CH2:7][C:6]=3[CH:8]=2)=[CH:14][CH:15]=1)(=[O:20])[CH3:19]. The yield is 0.260. (3) The reactants are [Br:1][C:2]1[CH:7]=[CH:6][C:5]([CH:8]([C:13]2[CH:18]=[CH:17][C:16]([Cl:19])=[CH:15][CH:14]=2)[CH2:9][C:10](O)=[O:11])=[CH:4][CH:3]=1.C(N1C=CN=C1)([N:22]1C=CN=C1)=O.N. The catalyst is ClCCl. The product is [Br:1][C:2]1[CH:7]=[CH:6][C:5]([CH:8]([C:13]2[CH:18]=[CH:17][C:16]([Cl:19])=[CH:15][CH:14]=2)[CH2:9][C:10]([NH2:22])=[O:11])=[CH:4][CH:3]=1. The yield is 0.360. (4) The reactants are Br[C:2]1[CH:3]=[CH:4][C:5]([O:30][CH3:31])=[C:6]([C:8]([CH3:29])([CH3:28])[CH2:9][C:10]([OH:27])([C:23]([F:26])([F:25])[F:24])[CH2:11][N:12]2[C:21]3[C:16](=[CH:17][CH:18]=[CH:19][CH:20]=3)[C:15](=[O:22])[CH:14]=[CH:13]2)[CH:7]=1.[S:32]1[CH:36]=[CH:35][C:34](B(O)O)=[CH:33]1.C(=O)([O-])[O-].[Na+].[Na+]. The catalyst is COCCOC.CO.CN(C=O)C.C1C=CC([P]([Pd]([P](C2C=CC=CC=2)(C2C=CC=CC=2)C2C=CC=CC=2)([P](C2C=CC=CC=2)(C2C=CC=CC=2)C2C=CC=CC=2)[P](C2C=CC=CC=2)(C2C=CC=CC=2)C2C=CC=CC=2)(C2C=CC=CC=2)C2C=CC=CC=2)=CC=1. The product is [OH:27][C:10]([C:23]([F:25])([F:26])[F:24])([CH2:9][C:8]([C:6]1[CH:7]=[C:2]([C:34]2[CH:35]=[CH:36][S:32][CH:33]=2)[CH:3]=[CH:4][C:5]=1[O:30][CH3:31])([CH3:28])[CH3:29])[CH2:11][N:12]1[C:21]2[C:16](=[CH:17][CH:18]=[CH:19][CH:20]=2)[C:15](=[O:22])[CH:14]=[CH:13]1. The yield is 0.300. (5) The product is [NH2:4][C:3]1[CH:5]=[CH:6][C:7]([N+:9]([O-:11])=[O:10])=[CH:8][C:2]=1[C:19]#[C:18][C:13]([CH3:20])([CH3:12])[C:14]([O:16][CH3:17])=[O:15]. The yield is 0.0900. The catalyst is C1(C)C=CC=CC=1.O.[Cu]I.C1C=CC([P]([Pd]([P](C2C=CC=CC=2)(C2C=CC=CC=2)C2C=CC=CC=2)([P](C2C=CC=CC=2)(C2C=CC=CC=2)C2C=CC=CC=2)[P](C2C=CC=CC=2)(C2C=CC=CC=2)C2C=CC=CC=2)(C2C=CC=CC=2)C2C=CC=CC=2)=CC=1. The reactants are Br[C:2]1[CH:8]=[C:7]([N+:9]([O-:11])=[O:10])[CH:6]=[CH:5][C:3]=1[NH2:4].[CH3:12][C:13]([CH3:20])([C:18]#[CH:19])[C:14]([O:16][CH3:17])=[O:15].C(N(CC)CC)C. (6) The reactants are [I:1][C:2]1[N:3]=[CH:4][NH:5][CH:6]=1.[C:7](O[C:7]([O:9][C:10]([CH3:13])([CH3:12])[CH3:11])=[O:8])([O:9][C:10]([CH3:13])([CH3:12])[CH3:11])=[O:8].C([O-])(O)=O.[Na+]. The catalyst is C1COCC1.CCOC(C)=O. The product is [C:10]([O:9][C:7]([N:5]1[CH:6]=[C:2]([I:1])[N:3]=[CH:4]1)=[O:8])([CH3:13])([CH3:12])[CH3:11]. The yield is 0.462. (7) The reactants are [CH2:1]([O:3][C:4]([C@@:6]12[CH2:24][C@H:23]1[CH:22]=[CH:21][CH2:20][CH2:19][CH2:18][CH2:17][CH2:16][C@H:15]([NH:25][C:26]([O:28][C:29]([CH3:32])([CH3:31])[CH3:30])=[O:27])[C:14](=[O:33])[N:13]1[C@@H:9]([CH2:10][C@@H:11]([OH:34])[CH2:12]1)[C:8](=[O:35])[NH:7]2)=[O:5])[CH3:2].C1N=CN([C:41]([N:43]2[CH:47]=N[CH:45]=[CH:44]2)=[O:42])C=1.C(Cl)Cl.CO.C1[C:61]2[C:56](=[CH:57][CH:58]=C[CH:60]=2)CN1. The catalyst is C(Cl)Cl. The product is [CH2:1]([O:3][C:4]([C@@:6]12[CH2:24][C@H:23]1[CH:22]=[CH:21][CH2:20][CH2:19][CH2:18][CH2:17][CH2:16][C@H:15]([NH:25][C:26]([O:28][C:29]([CH3:31])([CH3:30])[CH3:32])=[O:27])[C:14](=[O:33])[N:13]1[C@@H:9]([CH2:10][C@@H:11]([O:34][C:41]([N:43]3[CH2:44][C:45]4[C:58](=[CH:57][CH:56]=[CH:61][CH:60]=4)[CH2:47]3)=[O:42])[CH2:12]1)[C:8](=[O:35])[NH:7]2)=[O:5])[CH3:2]. The yield is 0.900.